Dataset: Rat liver microsome stability data. Task: Regression/Classification. Given a drug SMILES string, predict its absorption, distribution, metabolism, or excretion properties. Task type varies by dataset: regression for continuous measurements (e.g., permeability, clearance, half-life) or binary classification for categorical outcomes (e.g., BBB penetration, CYP inhibition). Dataset: rlm. (1) The drug is CCCOc1ccc2[nH]c(NC(=O)OC)nc2c1. The result is 0 (unstable in rat liver microsomes). (2) The compound is Cc1cnc2c(C(F)(F)F)cccc2c1-c1cccc(-c2ccc(F)c(S(C)(=O)=O)c2)c1. The result is 1 (stable in rat liver microsomes). (3) The compound is CCc1ccc(NC(=O)CSC2=Nc3ccccc3C3=NC(CC(=O)NCc4ccc5c(c4)OCO5)C(=O)N23)cc1. The result is 1 (stable in rat liver microsomes). (4) The drug is O=C(O)Cn1c(C(=O)Nc2nc(-c3ccccc3Cl)cs2)cc2ccccc21. The result is 0 (unstable in rat liver microsomes). (5) The compound is CCOC(=O)N1CCC(CN(C2Cc3cc(C#N)ccc3N(Cc3cncn3C)C2)S(=O)(=O)c2ccccn2)CC1. The result is 1 (stable in rat liver microsomes). (6) The molecule is COc1ncc(-c2nc3c(n2C(C)C)[C@H](c2ccc(Cl)cc2C)N(c2cc(Cl)ccc2C)C3=O)c(OC)n1. The result is 0 (unstable in rat liver microsomes).